Dataset: Full USPTO retrosynthesis dataset with 1.9M reactions from patents (1976-2016). Task: Predict the reactants needed to synthesize the given product. Given the product [C:46]([O:45][C:43]([CH:9]1[CH2:8][CH2:7][C:6]2[CH:13]=[CH:14][C:3]([O:2][CH3:1])=[CH:4][C:5]=2[NH:11][C:10]1=[O:12])=[O:44])([CH3:49])([CH3:48])[CH3:47], predict the reactants needed to synthesize it. The reactants are: [CH3:1][O:2][C:3]1[CH:14]=[CH:13][C:6]2[CH2:7][CH2:8][CH2:9][C:10](=[O:12])[NH:11][C:5]=2[CH:4]=1.[Li+].CC([N-]C(C)C)C.CCCCCCC.C1COCC1.C(C1C=CC=CC=1)C.[C:43](O[C:43]([O:45][C:46]([CH3:49])([CH3:48])[CH3:47])=[O:44])([O:45][C:46]([CH3:49])([CH3:48])[CH3:47])=[O:44].